From a dataset of Forward reaction prediction with 1.9M reactions from USPTO patents (1976-2016). Predict the product of the given reaction. Given the reactants Br[C:2]1[CH:3]=[C:4]2[C:9](=[CH:10][CH:11]=1)[N:8]=[CH:7][C:6]([C:12]([CH:14]1[CH2:16][CH2:15]1)=[O:13])=[C:5]2[NH:17][C:18]1[CH:23]=[CH:22][C:21]([CH2:24][N:25]([CH3:27])[CH3:26])=[CH:20][CH:19]=1.[Cl:28][C:29]1[CH:34]=[C:33](B2OC(C)(C)C(C)(C)O2)[CH:32]=[C:31]([Cl:44])[C:30]=1[OH:45], predict the reaction product. The product is: [CH:14]1([C:12]([C:6]2[CH:7]=[N:8][C:9]3[C:4]([C:5]=2[NH:17][C:18]2[CH:23]=[CH:22][C:21]([CH2:24][N:25]([CH3:27])[CH3:26])=[CH:20][CH:19]=2)=[CH:3][C:2]([C:33]2[CH:34]=[C:29]([Cl:28])[C:30]([OH:45])=[C:31]([Cl:44])[CH:32]=2)=[CH:11][CH:10]=3)=[O:13])[CH2:15][CH2:16]1.